From a dataset of Full USPTO retrosynthesis dataset with 1.9M reactions from patents (1976-2016). Predict the reactants needed to synthesize the given product. (1) Given the product [Cl:1][C:2]1[CH:3]=[CH:4][C:5]([C:31]([F:32])([F:34])[F:33])=[C:6]([CH:30]=1)[CH2:7][N:8]1[CH2:13][CH2:12][NH:11][C:10]2[N:14]=[CH:15][C:16]([C:18]3[CH:23]=[CH:22][N:21]=[C:20]([N:24]4[CH2:25][CH2:26][N:27]([C:35](=[O:37])[CH3:36])[CH2:28][CH2:29]4)[CH:19]=3)=[CH:17][C:9]1=2, predict the reactants needed to synthesize it. The reactants are: [Cl:1][C:2]1[CH:3]=[CH:4][C:5]([C:31]([F:34])([F:33])[F:32])=[C:6]([CH:30]=1)[CH2:7][N:8]1[CH2:13][CH2:12][NH:11][C:10]2[N:14]=[CH:15][C:16]([C:18]3[CH:23]=[CH:22][N:21]=[C:20]([N:24]4[CH2:29][CH2:28][NH:27][CH2:26][CH2:25]4)[CH:19]=3)=[CH:17][C:9]1=2.[C:35](Cl)(=[O:37])[CH3:36].C(N(CC)CC)C. (2) Given the product [Cl:1][C:2]1[CH:7]=[C:6]([Cl:8])[CH:5]=[CH:4][C:3]=1[CH:9]([O:12][CH3:13])[C:10]1([NH2:11])[CH2:15][CH2:14]1, predict the reactants needed to synthesize it. The reactants are: [Cl:1][C:2]1[CH:7]=[C:6]([Cl:8])[CH:5]=[CH:4][C:3]=1[CH:9]([O:12][CH3:13])[C:10]#[N:11].[CH2:14]([Mg]Br)[CH3:15].B(F)(F)F.CCOCC.[OH-].[Na+]. (3) The reactants are: [C:1]([C:3]1[CH:20]=[CH:19][C:6]([O:7][CH2:8][C:9]2[CH:10]=[C:11]([CH:16]=[CH:17][CH:18]=2)[C:12]([O:14]C)=[O:13])=[CH:5][CH:4]=1)#[N:2].O.[OH-].[Li+].O1CCCC1.Cl. Given the product [C:1]([C:3]1[CH:4]=[CH:5][C:6]([O:7][CH2:8][C:9]2[CH:10]=[C:11]([CH:16]=[CH:17][CH:18]=2)[C:12]([OH:14])=[O:13])=[CH:19][CH:20]=1)#[N:2], predict the reactants needed to synthesize it. (4) Given the product [Cl:1][C:2]1[CH:3]=[C:4]([C@H:8]2[CH2:13][CH2:12][S:11][NH:10][C@@H:9]2[C:14]2[CH:15]=[CH:16][C:17]([Cl:20])=[CH:18][CH:19]=2)[CH:5]=[CH:6][CH:7]=1, predict the reactants needed to synthesize it. The reactants are: [Cl:1][C:2]1[CH:3]=[C:4]([C@H:8]2[CH:13]=[CH:12][S:11][NH:10][C@@H:9]2[C:14]2[CH:19]=[CH:18][C:17]([Cl:20])=[CH:16][CH:15]=2)[CH:5]=[CH:6][CH:7]=1. (5) Given the product [F:18][C:19]1[C:20]([C:26](=[NH:11])[NH2:27])=[N:21][CH:22]=[C:23]([F:25])[CH:24]=1, predict the reactants needed to synthesize it. The reactants are: [Cl-].[NH4+].C[Al](C)C.C.ClC1C(C#N)=[N:11]C=C(Cl)C=1.[F:18][C:19]1[C:20]([C:26]#[N:27])=[N:21][CH:22]=[C:23]([F:25])[CH:24]=1. (6) Given the product [NH2:4][C:5]1[S:6][C:7]2[CH:18]=[CH:17][CH:16]=[CH:15][C:8]=2[C:9]=1[C:10]([O:12][CH2:13][CH3:14])=[O:11], predict the reactants needed to synthesize it. The reactants are: C([NH:4][CH:5]1[CH:9]([C:10]([O:12][CH2:13][CH3:14])=[O:11])[CH:8]2[CH2:15][CH:16]=[CH:17][CH:18]=[C:7]2[S:6]1)(=O)C.CC(C1C=CC=CC=1)=C.N1CCCC1.